Dataset: Full USPTO retrosynthesis dataset with 1.9M reactions from patents (1976-2016). Task: Predict the reactants needed to synthesize the given product. (1) Given the product [Cl:1][C:2]1[CH:3]=[C:4]([C:12]2[N:16]=[C:15]([C:17]3[C:18]([CH3:32])=[C:19]([CH:29]=[CH:30][CH:31]=3)[O:20][CH2:21]/[CH:22]=[CH:23]/[C:24]([OH:26])=[O:25])[O:14][N:13]=2)[CH:5]=[CH:6][C:7]=1[O:8][CH:9]([CH3:10])[CH3:11], predict the reactants needed to synthesize it. The reactants are: [Cl:1][C:2]1[CH:3]=[C:4]([C:12]2[N:16]=[C:15]([C:17]3[C:18]([CH3:32])=[C:19]([CH:29]=[CH:30][CH:31]=3)[O:20][CH2:21]/[CH:22]=[CH:23]/[C:24]([O:26]CC)=[O:25])[O:14][N:13]=2)[CH:5]=[CH:6][C:7]=1[O:8][CH:9]([CH3:11])[CH3:10].[OH-].[Na+]. (2) Given the product [CH:18]1([C@@H:23]([N:27]2[CH:31]=[C:30]([C:2]3[C:3]4[CH:10]=[CH:9][N:8]([CH:11]([O:15][CH2:16][CH3:17])[O:12][CH2:13][CH3:14])[C:4]=4[N:5]=[CH:6][N:7]=3)[CH:29]=[N:28]2)[CH2:24][C:25]#[N:26])[CH2:22][CH2:21][CH2:20][CH2:19]1, predict the reactants needed to synthesize it. The reactants are: Cl[C:2]1[C:3]2[CH:10]=[CH:9][N:8]([CH:11]([O:15][CH2:16][CH3:17])[O:12][CH2:13][CH3:14])[C:4]=2[N:5]=[CH:6][N:7]=1.[CH:18]1([C@@H:23]([N:27]2[CH:31]=[C:30](B3OC(C)(C)C(C)(C)O3)[CH:29]=[N:28]2)[CH2:24][C:25]#[N:26])[CH2:22][CH2:21][CH2:20][CH2:19]1.O1CCOCC1.O.C(=O)([O-])[O-].[K+].[K+]. (3) Given the product [CH3:16][O:15][CH:14]([O:17][CH3:18])[CH2:13][N:12]1[C:3]2[C:4]([C:5]([O:7][CH3:8])=[O:6])=[CH:9][CH:10]=[CH:11][C:2]=2[N:1]=[C:21]1[C:26]1[CH:31]=[CH:30][CH:29]=[CH:28][CH:27]=1, predict the reactants needed to synthesize it. The reactants are: [NH2:1][C:2]1[C:3]([NH:12][CH2:13][CH:14]([O:17][CH3:18])[O:15][CH3:16])=[C:4]([CH:9]=[CH:10][CH:11]=1)[C:5]([O:7][CH3:8])=[O:6].CO[C:21]([C:26]1[CH:31]=[CH:30][CH:29]=[CH:28][CH:27]=1)(OC)OC. (4) Given the product [Cl:17][C:11]1[CH:10]=[C:9]([NH:8][C:6]2[C:5]([F:18])=[CH:4][N:3]=[C:2]([NH:19][C:20]3[CH:21]=[CH:22][C:23]4[O:27][C:26]([C:28]([O:30][CH3:31])=[O:29])=[CH:25][C:24]=4[CH:32]=3)[N:7]=2)[CH:14]=[CH:13][C:12]=1[O:15][CH3:16], predict the reactants needed to synthesize it. The reactants are: Cl[C:2]1[N:7]=[C:6]([NH:8][C:9]2[CH:14]=[CH:13][C:12]([O:15][CH3:16])=[C:11]([Cl:17])[CH:10]=2)[C:5]([F:18])=[CH:4][N:3]=1.[NH2:19][C:20]1[CH:21]=[CH:22][C:23]2[O:27][C:26]([C:28]([O:30][CH3:31])=[O:29])=[CH:25][C:24]=2[CH:32]=1. (5) Given the product [CH3:7][NH:8][C:9]([N:25]1[C:26]([CH3:30])=[C:27]([CH2:28][CH3:29])[C:23]([O:22][C:13]2[C:12]([Cl:11])=[CH:17][C:16]([C:18]([F:21])([F:20])[F:19])=[CH:15][N:14]=2)=[N:24]1)=[O:10], predict the reactants needed to synthesize it. The reactants are: C(=O)([O-])[O-].[K+].[K+].[CH3:7][N:8]=[C:9]=[O:10].[Cl:11][C:12]1[C:13]([O:22][C:23]2[C:27]([CH2:28][CH3:29])=[C:26]([CH3:30])[NH:25][N:24]=2)=[N:14][CH:15]=[C:16]([C:18]([F:21])([F:20])[F:19])[CH:17]=1.Cl. (6) Given the product [CH:1]1([C:4]([N:6]2[CH2:10][CH2:9][C@@H:8]([CH2:11][N:12]3[C:13]4[CH:18]=[CH:17][CH:16]=[C:15]([CH3:19])[C:14]=4[N:20]=[C:32]3[C:31]3[CH:30]=[CH:29][C:28]([C:25]4[CH:26]=[CH:27][C:22]([F:21])=[CH:23][CH:24]=4)=[CH:35][CH:34]=3)[CH2:7]2)=[O:5])[CH2:3][CH2:2]1, predict the reactants needed to synthesize it. The reactants are: [CH:1]1([C:4]([N:6]2[CH2:10][CH2:9][C@@H:8]([CH2:11][NH:12][C:13]3[C:14]([NH2:20])=[C:15]([CH3:19])[CH:16]=[CH:17][CH:18]=3)[CH2:7]2)=[O:5])[CH2:3][CH2:2]1.[F:21][C:22]1[CH:27]=[CH:26][C:25]([C:28]2[CH:35]=[CH:34][C:31]([CH:32]=O)=[CH:30][CH:29]=2)=[CH:24][CH:23]=1. (7) Given the product [Cl:1][C:2]1[CH:3]=[CH:4][C:5]2[N:11]3[C:12]([C:15]([F:17])([F:16])[F:18])=[N:13][N:14]=[C:10]3[C@@H:9]([CH2:19][C:20]3[S:21][C:22]([CH2:25][CH2:26][C:27]([OH:29])=[O:28])=[CH:23][N:24]=3)[CH2:8][C@H:7]([C:31]3[CH:36]=[CH:35][CH:34]=[C:33]([O:37][CH3:38])[C:32]=3[O:39][CH3:40])[C:6]=2[CH:41]=1, predict the reactants needed to synthesize it. The reactants are: [Cl:1][C:2]1[CH:3]=[CH:4][C:5]2[N:11]3[C:12]([C:15]([F:18])([F:17])[F:16])=[N:13][N:14]=[C:10]3[CH:9]([CH2:19][C:20]3[S:21][C:22]([CH2:25][CH2:26][C:27]([O:29]C)=[O:28])=[CH:23][N:24]=3)[CH2:8][CH:7]([C:31]3[CH:36]=[CH:35][CH:34]=[C:33]([O:37][CH3:38])[C:32]=3[O:39][CH3:40])[C:6]=2[CH:41]=1.C(=O)([O-])[O-].[K+].[K+].Cl.